This data is from Retrosynthesis with 50K atom-mapped reactions and 10 reaction types from USPTO. The task is: Predict the reactants needed to synthesize the given product. (1) Given the product Cc1cc(-c2ccc(Cl)cc2)cc(-n2cnc(I)c2)n1, predict the reactants needed to synthesize it. The reactants are: Cc1cc(-c2ccc(Cl)cc2)cc(Cl)n1.Ic1c[nH]cn1. (2) Given the product C[C@]12CC[C@@H]3c4ccc(B(O)O)cc4CC[C@H]3[C@@H]1C/C(=C\c1cccc(C(N)=O)c1)[C@@H]2O, predict the reactants needed to synthesize it. The reactants are: C[C@]12CC[C@@H]3c4ccc(B(O)O)cc4CC[C@H]3[C@@H]1C/C(=C\c1cccc(C(N)=O)c1)C2=O. (3) Given the product CCC(=O)N(c1ccccc1)C1(COC)CCN(Cc2ccccc2)CC1, predict the reactants needed to synthesize it. The reactants are: CCC(=O)Cl.COCC1(Nc2ccccc2)CCN(Cc2ccccc2)CC1. (4) Given the product O=C1Nc2cccc(CCO)c2C1=Cc1ccc2[nH]ccc2c1, predict the reactants needed to synthesize it. The reactants are: O=C1Cc2c(CCO)cccc2N1.O=Cc1ccc2[nH]ccc2c1. (5) Given the product O=C(Nc1ccccc1)c1cn2cc(-c3cncc(CO)c3)ccc2n1, predict the reactants needed to synthesize it. The reactants are: C[Sn](C)(C)c1ccc2nc(C(=O)Nc3ccccc3)cn2c1.OCc1cncc(Br)c1. (6) The reactants are: ClCCCI.O=C(NCc1cccc(Cl)c1)c1c[nH]c2ccccc12. Given the product O=C(NCc1cccc(Cl)c1)c1cn(CCCCl)c2ccccc12, predict the reactants needed to synthesize it. (7) Given the product O[C@@H](c1c(Cl)cncc1Cl)[C@@H]1C[C@@H](C2CCCCC2)CN1, predict the reactants needed to synthesize it. The reactants are: CC(C)(C)OC(=O)N1C[C@H](C2CCCCC2)C[C@H]1[C@@H](O)c1c(Cl)cncc1Cl. (8) Given the product CCN(C(=O)C(C)OC(C)=O)c1cn(-c2cccnc2)nc1Cl, predict the reactants needed to synthesize it. The reactants are: CC(=O)OC(C)C(=O)Cl.CCNc1cn(-c2cccnc2)nc1Cl. (9) Given the product O=C(O)C[C@@H]1Cc2ccc(OCCCNc3ccccn3)cc2CN(CCc2ccccc2)C1=O, predict the reactants needed to synthesize it. The reactants are: COC(=O)C[C@@H]1Cc2ccc(OCCCNc3ccccn3)cc2CN(CCc2ccccc2)C1=O. (10) Given the product CCOC(=O)CNc1cc(CC)nc2ccnn12, predict the reactants needed to synthesize it. The reactants are: CCOC(=O)CN.CCc1cc(Cl)n2nccc2n1.